Dataset: Forward reaction prediction with 1.9M reactions from USPTO patents (1976-2016). Task: Predict the product of the given reaction. (1) Given the reactants C(OC([NH:8][CH2:9][C@H:10]1[CH2:15][CH2:14][C@H:13]([C:16]([NH:18][C@H:19]([C:49](=[O:67])[NH:50][C:51]2[CH:66]=[CH:65][C:54]3[NH:55][C:56]([C:58]([F:64])([F:63])[C:59]([F:62])([F:61])[F:60])=[N:57][C:53]=3[CH:52]=2)[CH2:20][C:21]2[CH:26]=[CH:25][C:24]([C:27]3[CH:32]=[CH:31][C:30]([C:33]([NH:35][C@@H:36]4[CH2:40][CH2:39][N:38](C(OC(C)(C)C)=O)[CH2:37]4)=[O:34])=[CH:29][C:28]=3[CH3:48])=[CH:23][CH:22]=2)=[O:17])[CH2:12][CH2:11]1)=O)(C)(C)C.[ClH:68], predict the reaction product. The product is: [ClH:68].[NH2:8][CH2:9][C@H:10]1[CH2:11][CH2:12][C@H:13]([C:16]([NH:18][C@H:19]([C:49](=[O:67])[NH:50][C:51]2[CH:66]=[CH:65][C:54]3[NH:55][C:56]([C:58]([F:63])([F:64])[C:59]([F:60])([F:61])[F:62])=[N:57][C:53]=3[CH:52]=2)[CH2:20][C:21]2[CH:26]=[CH:25][C:24]([C:27]3[CH:32]=[CH:31][C:30]([C:33]([NH:35][C@@H:36]4[CH2:40][CH2:39][NH:38][CH2:37]4)=[O:34])=[CH:29][C:28]=3[CH3:48])=[CH:23][CH:22]=2)=[O:17])[CH2:14][CH2:15]1. (2) Given the reactants Cl.Cl.[NH2:3][C@@H:4]1[C:20]2[CH:21]=[C:16]([CH:17]=[CH:18][N:19]=2)[C:15]2[N:14]([CH3:22])[N:13]=[CH:12][C:11]=2[NH:10][C:9](=O)[C@H:8]([CH3:24])[CH2:7][CH2:6][CH2:5]1.Cl, predict the reaction product. The product is: [CH3:22][N:14]1[N:13]=[CH:12][C:11]2[NH:10][CH2:9][C@H:8]([CH3:24])[CH2:7][CH2:6][CH2:5][C@H:4]([NH2:3])[C:20]3[CH:21]=[C:16]([CH:17]=[CH:18][N:19]=3)[C:15]1=2. (3) Given the reactants [CH3:1][CH:2]([CH3:10])[C:3]([C:5]1[S:6][CH:7]=[CH:8][CH:9]=1)=[O:4].[Cl-].[Al+3].[Cl-].[Cl-].[Br:15]Br, predict the reaction product. The product is: [Br:15][C:8]1[CH:9]=[C:5]([C:3](=[O:4])[CH:2]([CH3:10])[CH3:1])[S:6][CH:7]=1. (4) Given the reactants [N:1]1[CH:6]=[CH:5][C:4]([C:7]([F:14])([F:13])[C:8](OCC)=[O:9])=[CH:3][CH:2]=1.C(C1C=CN=C(C#N)C=1)CC=C.[BH4-].[Na+], predict the reaction product. The product is: [F:14][C:7]([F:13])([C:4]1[CH:5]=[CH:6][N:1]=[CH:2][CH:3]=1)[CH2:8][OH:9]. (5) The product is: [Br:1][C:2]1[CH:7]=[CH:6][C:5]([CH2:8][C:12]#[N:13])=[C:4]([F:10])[C:3]=1[F:11]. Given the reactants [Br:1][C:2]1[CH:7]=[CH:6][C:5]([CH2:8]Br)=[C:4]([F:10])[C:3]=1[F:11].[C-:12]#[N:13].[Na+], predict the reaction product. (6) Given the reactants [Br:1][C:2]1[CH:3]=[C:4]2[C:8](=[CH:9][CH:10]=1)[C:7](=O)[CH2:6][CH2:5]2.Cl.[O:13]([NH2:15])[CH3:14].N1C=CC=CC=1, predict the reaction product. The product is: [CH3:14][O:13]/[N:15]=[C:7]1\[CH2:6][CH2:5][C:4]2[C:8]\1=[CH:9][CH:10]=[C:2]([Br:1])[CH:3]=2. (7) Given the reactants [F:1][C:2]1[CH:7]=[CH:6][C:5]([CH3:8])=[C:4]([N:9]2[CH2:14][CH2:13][O:12][C@H:11]([C@@H:15]([OH:19])[C:16]([OH:18])=O)[C:10]2=[O:20])[CH:3]=1.[NH2:21][C:22]1[CH:27]=[CH:26][C:25]([C:28]2[NH:29][O:30][C:31](=[O:33])[N:32]=2)=[CH:24][CH:23]=1.NC1C=C2C(=CC=1)C(N(C(OC(C)(C)C)=O)C(OC(C)(C)C)=O)=NC=C2, predict the reaction product. The product is: [F:1][C:2]1[CH:7]=[CH:6][C:5]([CH3:8])=[C:4]([N:9]2[CH2:14][CH2:13][O:12][C@H:11]([C@@H:15]([OH:19])[C:16]([NH:21][C:22]3[CH:23]=[CH:24][C:25]([C:28]4[NH:32][C:31](=[O:33])[O:30][N:29]=4)=[CH:26][CH:27]=3)=[O:18])[C:10]2=[O:20])[CH:3]=1. (8) The product is: [CH:13]1([C:16]2[C:17]([O:27][CH2:28][CH:29]3[CH2:30][CH2:31][N:32]([CH2:2][C:3]4[CH:8]=[C:7]([Cl:9])[CH:6]=[C:5]([Cl:10])[C:4]=4[I:11])[CH2:33][CH2:34]3)=[CH:18][C:19]([F:26])=[C:20]([CH:25]=2)[C:21]([O:23][CH3:24])=[O:22])[CH2:15][CH2:14]1. Given the reactants Br[CH2:2][C:3]1[CH:8]=[C:7]([Cl:9])[CH:6]=[C:5]([Cl:10])[C:4]=1[I:11].Cl.[CH:13]1([C:16]2[C:17]([O:27][CH2:28][CH:29]3[CH2:34][CH2:33][NH:32][CH2:31][CH2:30]3)=[CH:18][C:19]([F:26])=[C:20]([CH:25]=2)[C:21]([O:23][CH3:24])=[O:22])[CH2:15][CH2:14]1.[I-].[Na+].C(=O)([O-])[O-].[K+].[K+], predict the reaction product. (9) Given the reactants [CH3:1][CH:2]1[CH2:11][C:10]2[C:5](=[CH:6][CH:7]=[C:8]([CH2:12][CH:13]=O)[CH:9]=2)[C:4](=[O:15])[O:3]1.[C:16]([N:23]1[CH2:28][CH2:27][NH:26][CH2:25][CH2:24]1)([O:18][C:19]([CH3:22])([CH3:21])[CH3:20])=[O:17].C(O[BH-](OC(=O)C)OC(=O)C)(=O)C.[Na+], predict the reaction product. The product is: [CH3:1][CH:2]1[CH2:11][C:10]2[C:5](=[CH:6][CH:7]=[C:8]([CH2:12][CH2:13][N:26]3[CH2:25][CH2:24][N:23]([C:16]([O:18][C:19]([CH3:22])([CH3:21])[CH3:20])=[O:17])[CH2:28][CH2:27]3)[CH:9]=2)[C:4](=[O:15])[O:3]1.